From a dataset of NCI-60 drug combinations with 297,098 pairs across 59 cell lines. Regression. Given two drug SMILES strings and cell line genomic features, predict the synergy score measuring deviation from expected non-interaction effect. (1) Drug 1: CN1C(=O)N2C=NC(=C2N=N1)C(=O)N. Drug 2: C1CNP(=O)(OC1)N(CCCl)CCCl. Cell line: NCI-H322M. Synergy scores: CSS=-1.10, Synergy_ZIP=1.18, Synergy_Bliss=-1.81, Synergy_Loewe=-2.73, Synergy_HSA=-6.56. (2) Drug 1: CC1C(C(CC(O1)OC2CC(OC(C2O)C)OC3=CC4=CC5=C(C(=O)C(C(C5)C(C(=O)C(C(C)O)O)OC)OC6CC(C(C(O6)C)O)OC7CC(C(C(O7)C)O)OC8CC(C(C(O8)C)O)(C)O)C(=C4C(=C3C)O)O)O)O. Drug 2: C(CC(=O)O)C(=O)CN.Cl. Cell line: NCIH23. Synergy scores: CSS=40.0, Synergy_ZIP=-4.50, Synergy_Bliss=-8.68, Synergy_Loewe=-34.0, Synergy_HSA=-6.15. (3) Drug 1: C1=CN(C(=O)N=C1N)C2C(C(C(O2)CO)O)O.Cl. Drug 2: C1CNP(=O)(OC1)N(CCCl)CCCl. Cell line: SK-MEL-28. Synergy scores: CSS=42.7, Synergy_ZIP=-1.14, Synergy_Bliss=-0.352, Synergy_Loewe=-50.2, Synergy_HSA=1.42.